From a dataset of Full USPTO retrosynthesis dataset with 1.9M reactions from patents (1976-2016). Predict the reactants needed to synthesize the given product. (1) The reactants are: C(I)C=C.[C:5]([O:9][C:10]([N:12]1[C:20]2[C:15](=[CH:16][C:17]([C:21]([C:23]3([CH2:28][CH:29]=[CH2:30])[CH2:27][CH2:26][NH:25][CH2:24]3)=[O:22])=[CH:18][CH:19]=2)[CH:14]=[N:13]1)=[O:11])([CH3:8])([CH3:7])[CH3:6]. Given the product [C:5]([O:9][C:10]([N:12]1[C:20]2[C:15](=[CH:16][C:17]([C:21]([C:23]3([CH2:28][CH:29]=[CH2:30])[CH2:27][CH2:26][NH:25][CH2:24]3)=[O:22])=[CH:18][CH:19]=2)[CH:14]=[N:13]1)=[O:11])([CH3:8])([CH3:7])[CH3:6].[C:5]([O:9][C:10]([N:12]1[C:20]2[C:15](=[CH:16][C:17]([CH:21]([OH:22])[C:23]3([CH2:28][CH2:29][CH3:30])[CH2:27][CH2:26][NH:25][CH2:24]3)=[CH:18][CH:19]=2)[CH:14]=[N:13]1)=[O:11])([CH3:8])([CH3:7])[CH3:6], predict the reactants needed to synthesize it. (2) The reactants are: [C:1]([O:5][C:6]([N:8]1[CH2:13][C@H:12]([OH:14])[C@@H:11]([C:15]2[CH:20]=[CH:19][C:18]([O:21][CH2:22][CH2:23][CH2:24][O:25][C:26]3[CH:31]=[CH:30][CH:29]=[CH:28][C:27]=3[C:32]#[N:33])=[CH:17][CH:16]=2)[C@H:10]([O:34][CH2:35][C@H:36]2[CH2:40][O:39][C:38]([CH3:42])([CH3:41])[O:37]2)[CH2:9]1)=[O:7])([CH3:4])([CH3:3])[CH3:2].Cl[CH2:44][C:45]1[CH:46]=[C:47]([O:55][CH3:56])[C:48]2[C:53]([CH:54]=1)=[CH:52][CH:51]=[CH:50][CH:49]=2. Given the product [C:1]([O:5][C:6]([N:8]1[CH2:13][C@H:12]([O:14][CH2:44][C:45]2[CH:46]=[C:47]([O:55][CH3:56])[C:48]3[C:53](=[CH:52][CH:51]=[CH:50][CH:49]=3)[CH:54]=2)[C@@H:11]([C:15]2[CH:20]=[CH:19][C:18]([O:21][CH2:22][CH2:23][CH2:24][O:25][C:26]3[CH:31]=[CH:30][CH:29]=[CH:28][C:27]=3[C:32]#[N:33])=[CH:17][CH:16]=2)[C@H:10]([O:34][CH2:35][C@H:36]2[CH2:40][O:39][C:38]([CH3:42])([CH3:41])[O:37]2)[CH2:9]1)=[O:7])([CH3:4])([CH3:2])[CH3:3], predict the reactants needed to synthesize it. (3) Given the product [CH2:1]([O:3][C:4](=[O:19])[CH2:5][CH2:6][N:7]([CH2:8][C:9]([OH:11])=[O:10])[CH3:20])[CH3:2], predict the reactants needed to synthesize it. The reactants are: [CH2:1]([O:3][C:4](=[O:19])[CH2:5][CH2:6][NH:7][CH2:8][C:9]([O:11]CC1C=CC=CC=1)=[O:10])[CH3:2].[CH2:20]=O. (4) Given the product [NH2:8][CH2:9][CH2:10][O:11][C:12](=[O:29])[CH2:13][C:14]1[CH:19]=[CH:18][CH:17]=[CH:16][C:15]=1[NH:20][C:21]1[C:26]([Cl:27])=[CH:25][CH:24]=[CH:23][C:22]=1[Cl:28], predict the reactants needed to synthesize it. The reactants are: C(OC([NH:8][CH2:9][CH2:10][O:11][C:12](=[O:29])[CH2:13][C:14]1[CH:19]=[CH:18][CH:17]=[CH:16][C:15]=1[NH:20][C:21]1[C:26]([Cl:27])=[CH:25][CH:24]=[CH:23][C:22]=1[Cl:28])=O)(C)(C)C.C(O)(C(F)(F)F)=O. (5) Given the product [CH2:12]([O:14][C:15](=[O:22])[CH2:16][C@@H:17]([NH:21][C:2]1[C:7]([N+:8]([O-:10])=[O:9])=[CH:6][CH:5]=[C:4]([CH3:11])[N:3]=1)[CH2:18][CH2:19][CH3:20])[CH3:13], predict the reactants needed to synthesize it. The reactants are: Cl[C:2]1[C:7]([N+:8]([O-:10])=[O:9])=[CH:6][CH:5]=[C:4]([CH3:11])[N:3]=1.[CH2:12]([O:14][C:15](=[O:22])[CH2:16][C@@H:17]([NH2:21])[CH2:18][CH2:19][CH3:20])[CH3:13].C(N(C(C)C)CC)(C)C.